Predict the reactants needed to synthesize the given product. From a dataset of Full USPTO retrosynthesis dataset with 1.9M reactions from patents (1976-2016). (1) Given the product [CH:32]1([CH2:31][CH:30]([N:4]2[C:3](=[O:15])[CH:2]=[C:7]([O:26][C:25]3[C:20]4[O:19][CH2:18][CH2:17][O:16][C:21]=4[CH:22]=[CH:23][CH:24]=3)[CH:6]=[N:5]2)[C:29]([OH:28])=[O:39])[CH2:37][CH2:36][CH2:35][CH2:34][CH2:33]1, predict the reactants needed to synthesize it. The reactants are: Cl[C:2]1[C:3](=[O:15])[N:4](C2CCCCO2)[N:5]=[CH:6][C:7]=1Cl.[O:16]1[C:21]2[CH:22]=[CH:23][CH:24]=[C:25]([OH:26])[C:20]=2[O:19][CH2:18][CH2:17]1.C[O:28][C:29](=[O:39])[CH:30](Br)[CH2:31][CH:32]1[CH2:37][CH2:36][CH2:35][CH2:34][CH2:33]1. (2) Given the product [Cl:17][C:18]1[CH:19]=[C:20]2[C:24](=[CH:25][CH:26]=1)[N:23]([CH3:27])[CH:22]=[C:21]2[CH2:28][CH2:29][NH:30][C:11]([C:8]1[CH:7]=[C:6]([CH2:5][C:4]2[CH:14]=[CH:15][CH:16]=[C:2]([F:1])[CH:3]=2)[O:10][N:9]=1)=[O:13], predict the reactants needed to synthesize it. The reactants are: [F:1][C:2]1[CH:3]=[C:4]([CH:14]=[CH:15][CH:16]=1)[CH2:5][C:6]1[O:10][N:9]=[C:8]([C:11]([OH:13])=O)[CH:7]=1.[Cl:17][C:18]1[CH:19]=[C:20]2[C:24](=[CH:25][CH:26]=1)[N:23]([CH3:27])[CH:22]=[C:21]2[CH2:28][CH2:29][NH2:30].CN(C(ON1N=NC2C=CC=NC1=2)=[N+](C)C)C.F[P-](F)(F)(F)(F)F.C(N(CC)C(C)C)(C)C.